Dataset: Catalyst prediction with 721,799 reactions and 888 catalyst types from USPTO. Task: Predict which catalyst facilitates the given reaction. Reactant: Cl.[Cl:2][C:3]1[CH:8]=[CH:7][C:6]([C@@H:9]2[CH2:13][NH:12][CH2:11][C@H:10]2[C:14]([O:16][CH3:17])=[O:15])=[CH:5][CH:4]=1.C(N(CC)CC)C.[C:25](O[C:25]([O:27][C:28]([CH3:31])([CH3:30])[CH3:29])=[O:26])([O:27][C:28]([CH3:31])([CH3:30])[CH3:29])=[O:26]. Product: [Cl:2][C:3]1[CH:8]=[CH:7][C:6]([C@@H:9]2[CH2:13][N:12]([C:25]([O:27][C:28]([CH3:31])([CH3:30])[CH3:29])=[O:26])[CH2:11][C@H:10]2[C:14]([O:16][CH3:17])=[O:15])=[CH:5][CH:4]=1. The catalyst class is: 96.